Dataset: Full USPTO retrosynthesis dataset with 1.9M reactions from patents (1976-2016). Task: Predict the reactants needed to synthesize the given product. (1) Given the product [Cl:1][C:2]1[CH:7]=[C:6]([F:8])[CH:5]=[CH:4][C:3]=1[C:9]1[N:13]([CH3:14])[N:12]=[C:11]([CH3:15])[C:10]=1[NH:16][C:25]1[C:18]([F:17])=[CH:19][C:20]([C:21]#[N:22])=[CH:23][C:24]=1[F:27], predict the reactants needed to synthesize it. The reactants are: [Cl:1][C:2]1[CH:7]=[C:6]([F:8])[CH:5]=[CH:4][C:3]=1[C:9]1[N:13]([CH3:14])[N:12]=[C:11]([CH3:15])[C:10]=1[NH2:16].[F:17][C:18]1[CH:19]=[C:20]([CH:23]=[C:24]([F:27])[C:25]=1F)[C:21]#[N:22].C(=O)([O-])[O-].[Cs+].[Cs+]. (2) Given the product [CH3:6][C:7]([CH3:15])([CH3:14])[CH2:8][N:9]1[CH:13]=[C:12]([CH:19]=[O:20])[CH:11]=[N:10]1, predict the reactants needed to synthesize it. The reactants are: P(Cl)(Cl)(Cl)=O.[CH3:6][C:7]([CH3:15])([CH3:14])[CH2:8][N:9]1[CH:13]=[CH:12][CH:11]=[N:10]1.CN([CH:19]=[O:20])C. (3) Given the product [C:15]1([S:21]([NH:24][C:25]([NH:14][C:9]2[C:10]([CH3:13])=[N:11][O:12][C:8]=2[C:5]2[CH:4]=[CH:3][C:2]([Br:1])=[CH:7][CH:6]=2)=[O:26])(=[O:22])=[O:23])[CH:16]=[CH:17][CH:18]=[CH:19][CH:20]=1, predict the reactants needed to synthesize it. The reactants are: [Br:1][C:2]1[CH:7]=[CH:6][C:5]([C:8]2[O:12][N:11]=[C:10]([CH3:13])[C:9]=2[NH2:14])=[CH:4][CH:3]=1.[C:15]1([S:21]([N:24]=[C:25]=[O:26])(=[O:23])=[O:22])[CH:20]=[CH:19][CH:18]=[CH:17][CH:16]=1. (4) Given the product [CH3:5][C:2]1([C:6]2[CH:11]=[CH:10][CH:9]=[CH:8][CH:7]=2)[CH2:3][O:4][C:19]([NH2:18])=[N:1]1, predict the reactants needed to synthesize it. The reactants are: [NH2:1][C:2]([C:6]1[CH:11]=[CH:10][CH:9]=[CH:8][CH:7]=1)([CH3:5])[CH2:3][OH:4].C([O-])([O-])=O.[K+].[K+].[N:18]#[C:19]Br. (5) Given the product [NH2:22][C:20]1[C:19]([NH:23][C:31](=[O:33])[CH3:32])=[CH:18][N:17]=[C:16]([C:8]2[CH:9]=[C:10]([C:11]3[CH:15]=[CH:14][O:13][N:12]=3)[N:6]([CH2:5][C:4]3[CH:24]=[CH:25][CH:26]=[CH:27][C:3]=3[F:2])[N:7]=2)[N:21]=1, predict the reactants needed to synthesize it. The reactants are: Cl.[F:2][C:3]1[CH:27]=[CH:26][CH:25]=[CH:24][C:4]=1[CH2:5][N:6]1[C:10]([C:11]2[CH:15]=[CH:14][O:13][N:12]=2)=[CH:9][C:8]([C:16]2[N:21]=[C:20]([NH2:22])[C:19]([NH2:23])=[CH:18][N:17]=2)=[N:7]1.ClCCl.[CH2:31]([O:33]CC)[CH3:32].